Dataset: Reaction yield outcomes from USPTO patents with 853,638 reactions. Task: Predict the reaction yield, written as a fraction of the theoretical maximum amount of product (1.0 means a 100% yield; for example, 0.34 means a 34% yield). (1) The product is [C:10]([C:9]1[CH:12]=[CH:13][C:6]([NH:5][C:42]([C:37]2[CH:36]=[CH:35][C:34]3[C:39](=[CH:40][CH:41]=[C:32]([C@H:29]4[O:28][CH2:27][C@H:26]([S:25][C@H:23]([CH3:24])[C@:22]([C:16]5[CH:17]=[CH:18][C:19]([F:21])=[CH:20][C:15]=5[F:14])([OH:52])[CH2:46][N:47]5[CH:51]=[N:50][CH:49]=[N:48]5)[CH2:31][O:30]4)[CH:33]=3)[CH:38]=2)=[O:43])=[CH:7][CH:8]=1)#[N:11]. The yield is 0.850. The catalyst is C1(C)C=CC=CC=1.O. The reactants are C[Al](C)C.[NH2:5][C:6]1[CH:13]=[CH:12][C:9]([C:10]#[N:11])=[CH:8][CH:7]=1.[F:14][C:15]1[CH:20]=[C:19]([F:21])[CH:18]=[CH:17][C:16]=1[C@@:22]([OH:52])([CH2:46][N:47]1[CH:51]=[N:50][CH:49]=[N:48]1)[C@H:23]([S:25][C@@H:26]1[CH2:31][O:30][C@@H:29]([C:32]2[CH:33]=[C:34]3[C:39](=[CH:40][CH:41]=2)[CH:38]=[C:37]([C:42](OC)=[O:43])[CH:36]=[CH:35]3)[O:28][CH2:27]1)[CH3:24].C(C(C(C([O-])=O)O)O)([O-])=O.[Na+].[K+]. (2) The reactants are C([O:3][C:4](=[O:28])[CH2:5][CH2:6][C@@H:7]1[CH2:11][S:10][C:9]([C:12]2[NH:13][C:14]3[C:19]([CH:20]=2)=[CH:18][C:17]([CH3:21])=[CH:16][C:15]=3[NH:22][CH:23]2[CH2:27][CH2:26][CH2:25][CH2:24]2)=[N:8]1)C.[OH-].[Na+].Cl. The catalyst is O1CCCC1.CO. The product is [CH:23]1([NH:22][C:15]2[CH:16]=[C:17]([CH3:21])[CH:18]=[C:19]3[C:14]=2[NH:13][C:12]([C:9]2[S:10][CH2:11][C@@H:7]([CH2:6][CH2:5][C:4]([OH:28])=[O:3])[N:8]=2)=[CH:20]3)[CH2:24][CH2:25][CH2:26][CH2:27]1. The yield is 0.840. (3) The reactants are C[O:2][C:3](=[O:31])[CH:4]([N:8]1[C:12](=[O:13])[CH:11]([CH2:14][O:15][CH2:16][C:17]2[CH:22]=[CH:21][C:20]([C:23]3[CH:28]=[CH:27][CH:26]=[C:25]([F:29])[CH:24]=3)=[CH:19][CH:18]=2)[NH:10][C:9]1=[O:30])[CH:5]([CH3:7])[CH3:6].Cl. No catalyst specified. The product is [F:29][C:25]1[CH:24]=[C:23]([C:20]2[CH:19]=[CH:18][C:17]([CH2:16][O:15][CH2:14][CH:11]3[C:12](=[O:13])[N:8]([CH:4]([CH:5]([CH3:6])[CH3:7])[C:3]([OH:31])=[O:2])[C:9](=[O:30])[NH:10]3)=[CH:22][CH:21]=2)[CH:28]=[CH:27][CH:26]=1. The yield is 0.460.